Dataset: Full USPTO retrosynthesis dataset with 1.9M reactions from patents (1976-2016). Task: Predict the reactants needed to synthesize the given product. Given the product [Cl:28][C:25]1[CH:26]=[CH:27][C:22]([N:17]([CH2:18][CH:19]2[CH2:21][CH2:20]2)[C:14]2[CH:13]=[CH:12][C:11]([C:10]([C:8]3[CH:7]=[CH:6][C:5]([S:65]([C:43]4[CH:44]=[CH:45][CH:46]=[CH:47][CH:42]=4)=[O:66])=[C:4]([CH:9]=3)[C:3]([OH:2])=[O:31])=[O:29])=[CH:16][CH:15]=2)=[CH:23][CH:24]=1, predict the reactants needed to synthesize it. The reactants are: C[O:2][C:3](=[O:31])[C:4]1[CH:9]=[C:8]([C:10](=[O:29])[C:11]2[CH:16]=[CH:15][C:14]([N:17]([C:22]3[CH:27]=[CH:26][C:25]([Cl:28])=[CH:24][CH:23]=3)[CH2:18][CH:19]3[CH2:21][CH2:20]3)=[CH:13][CH:12]=2)[CH:7]=[CH:6][C:5]=1F.C1(S)C=CC=CC=1.COC(=O)[C:42]1[CH:47]=[C:46](C(=O)C2C=CC(N(C3C=CC(Cl)=CC=3)C)=CC=2)[CH:45]=[CH:44][C:43]=1[S:65](CCCCCC)=[O:66].ClC1C=CC(N(C)C2C=CC(C(C3C=CC(S(CCCCCC)=O)=C(C=3)C(O)=O)=O)=CC=2)=CC=1.